From a dataset of Full USPTO retrosynthesis dataset with 1.9M reactions from patents (1976-2016). Predict the reactants needed to synthesize the given product. (1) Given the product [F:13][C:11]1[CH:10]=[CH:9][C:8]([C:14](=[O:29])[NH:15][CH2:16][C:17]2[S:18][C:19]3[C:25]([F:26])=[CH:24][C:23]([F:27])=[C:22]([F:28])[C:20]=3[N:21]=2)=[C:7]([CH:12]=1)[O:6][CH2:5][C:4]([OH:30])=[O:3], predict the reactants needed to synthesize it. The reactants are: C([O:3][C:4](=[O:30])[CH2:5][O:6][C:7]1[CH:12]=[C:11]([F:13])[CH:10]=[CH:9][C:8]=1[C:14](=[O:29])[NH:15][CH2:16][C:17]1[S:18][C:19]2[C:25]([F:26])=[CH:24][C:23]([F:27])=[C:22]([F:28])[C:20]=2[N:21]=1)C.[OH-].[Na+]. (2) Given the product [F:28][C:27]([F:29])([F:30])[C:24]1[CH:25]=[CH:26][C:21]([CH2:20][N:9]2[C:8](=[O:11])[N:6]3[N:7]=[C:2]([Cl:1])[C:3]([C:12]4[CH:17]=[CH:16][C:15]([Cl:18])=[CH:14][CH:13]=4)=[CH:4][C:5]3=[N:10]2)=[CH:22][CH:23]=1, predict the reactants needed to synthesize it. The reactants are: [Cl:1][C:2]1[C:3]([C:12]2[CH:17]=[CH:16][C:15]([Cl:18])=[CH:14][CH:13]=2)=[CH:4][C:5]2[N:6]([C:8](=[O:11])[NH:9][N:10]=2)[N:7]=1.Cl[CH2:20][C:21]1[CH:26]=[CH:25][C:24]([C:27]([F:30])([F:29])[F:28])=[CH:23][CH:22]=1.ClC1C(C2C=CC(Cl)=CC=2)=CC2N(C(=O)N(CC3C=NC(C(F)(F)F)=CC=3)N=2)N=1. (3) Given the product [CH3:26][N:27]([CH3:38])[CH2:28][CH2:29][NH:30][C:31]1[N:32]=[CH:33][C:34]([NH:37][C:2]2[C:11]3=[N:12][NH:13][CH:14]=[C:10]3[C:9]3[CH:8]=[C:7]([O:24][CH3:25])[CH:6]=[CH:5][C:4]=3[N:3]=2)=[CH:35][N:36]=1, predict the reactants needed to synthesize it. The reactants are: Cl[C:2]1[C:11]2=[N:12][N:13](CC3C=CC(OC)=CC=3)[CH:14]=[C:10]2[C:9]2[CH:8]=[C:7]([O:24][CH3:25])[CH:6]=[CH:5][C:4]=2[N:3]=1.[CH3:26][N:27]([CH3:38])[CH2:28][CH2:29][NH:30][C:31]1[N:36]=[CH:35][C:34]([NH2:37])=[CH:33][N:32]=1.Cl. (4) The reactants are: [Br:1][C:2]1[CH:3]=[N:4][CH:5]=[C:6]([CH:10]=1)[C:7]([OH:9])=O.[F:11][C:12]([F:22])([F:21])[O:13][C:14]1[CH:20]=[CH:19][C:17]([NH2:18])=[CH:16][CH:15]=1. Given the product [Br:1][C:2]1[CH:3]=[N:4][CH:5]=[C:6]([CH:10]=1)[C:7]([NH:18][C:17]1[CH:19]=[CH:20][C:14]([O:13][C:12]([F:11])([F:21])[F:22])=[CH:15][CH:16]=1)=[O:9], predict the reactants needed to synthesize it. (5) Given the product [Br:18][C:12]1[O:11][C:10]([C:13]([O:15][CH3:16])=[O:14])=[C:9]([CH3:17])[C:8]=1[CH2:7][CH:1]1[CH2:2][CH2:3][CH2:4][CH2:5][CH2:6]1, predict the reactants needed to synthesize it. The reactants are: [CH:1]1([CH2:7][C:8]2[C:9]([CH3:17])=[C:10]([C:13]([O:15][CH3:16])=[O:14])[O:11][CH:12]=2)[CH2:6][CH2:5][CH2:4][CH2:3][CH2:2]1.[Br:18]Br.